Dataset: Forward reaction prediction with 1.9M reactions from USPTO patents (1976-2016). Task: Predict the product of the given reaction. (1) Given the reactants [CH3:1][C:2]1[C:6]([C:7]2[CH:8]=[C:9]3[C:13](=[CH:14][CH:15]=2)[NH:12][C:11](=[O:16])[C:10]3(O)[C:17]2[CH:22]=[CH:21][CH:20]=[CH:19][CH:18]=2)=[C:5]([CH3:24])[O:4][N:3]=1.[N:25]1C=CC=CC=1.O=S(Cl)Cl, predict the reaction product. The product is: [NH2:25][C:10]1([C:17]2[CH:22]=[CH:21][CH:20]=[CH:19][CH:18]=2)[C:9]2[C:13](=[CH:14][CH:15]=[C:7]([C:6]3[C:2]([CH3:1])=[N:3][O:4][C:5]=3[CH3:24])[CH:8]=2)[NH:12][C:11]1=[O:16]. (2) The product is: [CH:1]([O:4][C:5]([N:7]1[CH2:11][CH2:10][C@H:9]([N:12]([CH2:13][C:14]2[CH:19]=[C:18]([C:20]([F:23])([F:22])[F:21])[CH:17]=[C:16]([Cl:24])[CH:15]=2)[C:25]2[N:30]=[CH:29][C:28]([C:36]3[CH:35]=[N:34][N:33]([CH3:32])[CH:37]=3)=[CH:27][N:26]=2)[CH2:8]1)=[O:6])([CH3:3])[CH3:2]. Given the reactants [CH:1]([O:4][C:5]([N:7]1[CH2:11][CH2:10][C@H:9]([N:12]([C:25]2[N:30]=[CH:29][C:28](Br)=[CH:27][N:26]=2)[CH2:13][C:14]2[CH:19]=[C:18]([C:20]([F:23])([F:22])[F:21])[CH:17]=[C:16]([Cl:24])[CH:15]=2)[CH2:8]1)=[O:6])([CH3:3])[CH3:2].[CH3:32][N:33]1[CH:37]=[CH:36][C:35](B2OC(C)(C)C(C)(C)O2)=[N:34]1.C(=O)([O-])O.[Na+].O, predict the reaction product. (3) Given the reactants OC(C(F)(F)F)=O.[F:8][C:9]1[C:14]([N:15]2[CH2:19][CH:18]([C:20]([OH:22])=O)[N:17]([CH3:23])[C:16]2=[O:24])=[CH:13][CH:12]=[CH:11][N:10]=1.C(N1CCOCC1)C.O.ON1C2C=CC=CC=2N=N1.Cl.C(N=C=NCCCN(C)C)C.[Cl:56][C:57]1[CH:62]=[C:61]([Cl:63])[CH:60]=[CH:59][C:58]=1[CH2:64][NH2:65], predict the reaction product. The product is: [Cl:56][C:57]1[CH:62]=[C:61]([Cl:63])[CH:60]=[CH:59][C:58]=1[CH2:64][NH:65][C:20]([CH:18]1[CH2:19][N:15]([C:14]2[C:9]([F:8])=[N:10][CH:11]=[CH:12][CH:13]=2)[C:16](=[O:24])[N:17]1[CH3:23])=[O:22]. (4) The product is: [C:15]1([O:14][CH2:13][CH2:12][CH2:11][N:4]2[C:5]3[C:10](=[CH:9][CH:8]=[CH:7][CH:6]=3)[C:2](/[CH:30]=[CH:31]/[C:32]3[CH:37]=[CH:36][CH:35]=[CH:34][CH:33]=3)=[C:3]2[C:25]([OH:27])=[O:26])[C:24]2[C:19](=[CH:20][CH:21]=[CH:22][CH:23]=2)[CH:18]=[CH:17][CH:16]=1. Given the reactants Br[C:2]1[C:10]2[C:5](=[CH:6][CH:7]=[CH:8][CH:9]=2)[N:4]([CH2:11][CH2:12][CH2:13][O:14][C:15]2[C:24]3[C:19](=[CH:20][CH:21]=[CH:22][CH:23]=3)[CH:18]=[CH:17][CH:16]=2)[C:3]=1[C:25]([O:27]CC)=[O:26].[CH:30](/B(O)O)=[CH:31]\[C:32]1[CH:37]=[CH:36][CH:35]=[CH:34][CH:33]=1.[Li+].[OH-], predict the reaction product. (5) Given the reactants C([O:8][C:9]1[CH:14]=[CH:13][CH:12]=[CH:11][C:10]=1[C:15]1[C:19]([CH3:20])=[CH:18][N:17]([CH:21]([O:34][CH2:35][CH3:36])[C:22]([NH:24][CH2:25][C:26]2[CH:31]=[CH:30][C:29]([C:32]#[N:33])=[CH:28][CH:27]=2)=[O:23])[N:16]=1)C1C=CC=CC=1, predict the reaction product. The product is: [C:32]([C:29]1[CH:28]=[CH:27][C:26]([CH2:25][NH:24][C:22](=[O:23])[CH:21]([O:34][CH2:35][CH3:36])[N:17]2[CH:18]=[C:19]([CH3:20])[C:15]([C:10]3[CH:11]=[CH:12][CH:13]=[CH:14][C:9]=3[OH:8])=[N:16]2)=[CH:31][CH:30]=1)#[N:33].